This data is from Forward reaction prediction with 1.9M reactions from USPTO patents (1976-2016). The task is: Predict the product of the given reaction. Given the reactants [O-:1][P:2]([O:5][P:6]([O-:9])([O-:8])=[O:7])(=[O:4])[O-:3].[Na+].[Na+].[Na+].[Na+].O.O.O.O.O.O.[N+]([O-])([O-])=O.[Mg+2:24].[N+]([O-])([O-])=O, predict the reaction product. The product is: [O-:3][P:2]([O:5][P:6]([O-:9])([O-:8])=[O:7])(=[O:1])[O-:4].[Mg+2:24].[Mg+2:24].